This data is from Peptide-MHC class I binding affinity with 185,985 pairs from IEDB/IMGT. The task is: Regression. Given a peptide amino acid sequence and an MHC pseudo amino acid sequence, predict their binding affinity value. This is MHC class I binding data. (1) The peptide sequence is EVAESVMFM. The MHC is HLA-A30:01 with pseudo-sequence HLA-A30:01. The binding affinity (normalized) is 0.0847. (2) The binding affinity (normalized) is 0.0847. The peptide sequence is RVIDPYWFH. The MHC is HLA-B51:01 with pseudo-sequence HLA-B51:01.